This data is from Forward reaction prediction with 1.9M reactions from USPTO patents (1976-2016). The task is: Predict the product of the given reaction. (1) Given the reactants [OH:1][C:2]1[CH:9]=[CH:8][C:5]([CH:6]=[O:7])=[CH:4][CH:3]=1.[CH:10]1(Br)[CH2:15][CH2:14][CH2:13][CH2:12][CH2:11]1.C([O-])([O-])=O.[K+].[K+], predict the reaction product. The product is: [CH:10]1([O:1][C:2]2[CH:9]=[CH:8][C:5]([CH:6]=[O:7])=[CH:4][CH:3]=2)[CH2:15][CH2:14][CH2:13][CH2:12][CH2:11]1. (2) Given the reactants [CH2:1]([C:4]1[C:14]2[O:13][CH2:12][CH2:11][N:10](C(OC(C)(C)C)=O)[CH2:9][C:8]=2[CH:7]=[CH:6][CH:5]=1)[CH2:2][CH3:3].C(OCC)(=O)C.[ClH:28], predict the reaction product. The product is: [ClH:28].[CH2:1]([C:4]1[C:14]2[O:13][CH2:12][CH2:11][NH:10][CH2:9][C:8]=2[CH:7]=[CH:6][CH:5]=1)[CH2:2][CH3:3]. (3) Given the reactants [NH2:1][C:2]1[CH:7]=[CH:6][C:5]([C:8]2[C:17]3[C:12](=[C:13]([C:18]([F:21])([F:20])[F:19])[CH:14]=[CH:15][CH:16]=3)[N:11]=[CH:10][C:9]=2[C:22]([C:24]2[CH:29]=[CH:28][CH:27]=[CH:26][CH:25]=2)=[O:23])=[CH:4][CH:3]=1.[C:30]1([N:36]=[C:37]=[O:38])[CH:35]=[CH:34][CH:33]=[CH:32][CH:31]=1, predict the reaction product. The product is: [C:22]([C:9]1[CH:10]=[N:11][C:12]2[C:17]([C:8]=1[C:5]1[CH:4]=[CH:3][C:2]([NH:1][C:37]([NH:36][C:30]3[CH:35]=[CH:34][CH:33]=[CH:32][CH:31]=3)=[O:38])=[CH:7][CH:6]=1)=[CH:16][CH:15]=[CH:14][C:13]=2[C:18]([F:21])([F:19])[F:20])(=[O:23])[C:24]1[CH:25]=[CH:26][CH:27]=[CH:28][CH:29]=1. (4) The product is: [OH:17][C@@:18]1([CH2:53][O:54][CH3:55])[CH2:23][CH2:22][CH2:21][CH2:20][C@H:19]1[N:24]1[C:28]([C:29]2[CH:30]=[CH:31][CH:32]=[CH:33][CH:34]=2)=[C:27]([C:35]([N:37]2[CH2:42][CH2:41][N:40]([C:43]([O:45][C:46]([CH3:48])([CH3:49])[CH3:47])=[O:44])[CH2:39][C@H:38]2[CH2:50][C@@H:51]([OH:52])[C:2]2[CH:7]=[CH:6][CH:5]=[C:4]([C:8]([F:11])([F:10])[F:9])[N:3]=2)=[O:36])[N:26]=[CH:25]1.[OH:17][C@@:18]1([CH2:53][O:54][CH3:55])[CH2:23][CH2:22][CH2:21][CH2:20][C@H:19]1[N:24]1[C:28]([C:29]2[CH:30]=[CH:31][CH:32]=[CH:33][CH:34]=2)=[C:27]([C:35]([N:37]2[CH2:42][CH2:41][N:40]([C:43]([O:45][C:46]([CH3:48])([CH3:49])[CH3:47])=[O:44])[CH2:39][C@H:38]2[CH2:50][C@H:51]([OH:52])[C:2]2[CH:7]=[CH:6][CH:5]=[C:4]([C:8]([F:11])([F:10])[F:9])[N:3]=2)=[O:36])[N:26]=[CH:25]1. Given the reactants Br[C:2]1[CH:7]=[CH:6][CH:5]=[C:4]([C:8]([F:11])([F:10])[F:9])[N:3]=1.C([Li])CCC.[OH:17][C@@:18]1([CH2:53][O:54][CH3:55])[CH2:23][CH2:22][CH2:21][CH2:20][C@H:19]1[N:24]1[C:28]([C:29]2[CH:34]=[CH:33][CH:32]=[CH:31][CH:30]=2)=[C:27]([C:35]([N:37]2[CH2:42][CH2:41][N:40]([C:43]([O:45][C:46]([CH3:49])([CH3:48])[CH3:47])=[O:44])[CH2:39][C@H:38]2[CH2:50][CH:51]=[O:52])=[O:36])[N:26]=[CH:25]1.[Cl-].[NH4+], predict the reaction product. (5) Given the reactants [CH3:1][N:2]1[C:10]2[C:5](=[C:6]([CH3:12])[CH:7]=[C:8]([CH3:11])[CH:9]=2)[CH:4]=[CH:3]1.P(Cl)(Cl)(OP(Cl)(Cl)=O)=O.CN([CH:25]=[O:26])C, predict the reaction product. The product is: [CH3:1][N:2]1[C:10]2[C:5](=[C:6]([CH3:12])[CH:7]=[C:8]([CH3:11])[CH:9]=2)[C:4]([CH:25]=[O:26])=[CH:3]1.